The task is: Regression. Given two drug SMILES strings and cell line genomic features, predict the synergy score measuring deviation from expected non-interaction effect.. This data is from NCI-60 drug combinations with 297,098 pairs across 59 cell lines. (1) Drug 1: CNC(=O)C1=CC=CC=C1SC2=CC3=C(C=C2)C(=NN3)C=CC4=CC=CC=N4. Drug 2: CC12CCC3C(C1CCC2OP(=O)(O)O)CCC4=C3C=CC(=C4)OC(=O)N(CCCl)CCCl.[Na+]. Cell line: SN12C. Synergy scores: CSS=0.964, Synergy_ZIP=-2.83, Synergy_Bliss=-6.08, Synergy_Loewe=-4.90, Synergy_HSA=-4.77. (2) Drug 1: CC(C1=C(C=CC(=C1Cl)F)Cl)OC2=C(N=CC(=C2)C3=CN(N=C3)C4CCNCC4)N. Drug 2: CN1C(=O)N2C=NC(=C2N=N1)C(=O)N. Cell line: SR. Synergy scores: CSS=63.2, Synergy_ZIP=0.509, Synergy_Bliss=-1.29, Synergy_Loewe=-17.6, Synergy_HSA=-1.65. (3) Cell line: NCI-H226. Synergy scores: CSS=-0.0360, Synergy_ZIP=0.204, Synergy_Bliss=-0.574, Synergy_Loewe=0.271, Synergy_HSA=-0.410. Drug 2: CC(C)NC(=O)C1=CC=C(C=C1)CNNC.Cl. Drug 1: C1=CC=C(C(=C1)C(C2=CC=C(C=C2)Cl)C(Cl)Cl)Cl.